Predict the reactants needed to synthesize the given product. From a dataset of Full USPTO retrosynthesis dataset with 1.9M reactions from patents (1976-2016). (1) Given the product [Cl:13][C:10]1[CH:9]=[CH:8][C:7]([C:5]2[N:6]=[C:2]([NH:1][C:26](=[O:27])[CH2:25][C:21]3[CH:22]=[N:23][O:24][C:20]=3[C:14]3[CH:15]=[CH:16][CH:17]=[CH:18][CH:19]=3)[S:3][CH:4]=2)=[CH:12][CH:11]=1, predict the reactants needed to synthesize it. The reactants are: [NH2:1][C:2]1[S:3][CH:4]=[C:5]([C:7]2[CH:12]=[CH:11][C:10]([Cl:13])=[CH:9][CH:8]=2)[N:6]=1.[C:14]1([C:20]2[O:24][N:23]=[CH:22][C:21]=2[CH2:25][C:26](O)=[O:27])[CH:19]=[CH:18][CH:17]=[CH:16][CH:15]=1.O.ON1C2C=CC=CC=2N=N1.Cl.C(N=C=NCCCN(C)C)C. (2) Given the product [Br:8][C:5]1[N:6]=[CH:7][C:2]([NH:1][C:16](=[O:17])[C:15]2[C:10]([CH3:9])=[CH:11][CH:12]=[N:13][CH:14]=2)=[N:3][CH:4]=1, predict the reactants needed to synthesize it. The reactants are: [NH2:1][C:2]1[CH:7]=[N:6][C:5]([Br:8])=[CH:4][N:3]=1.[CH3:9][C:10]1[C:15]([C:16](O)=[O:17])=[CH:14][N:13]=[CH:12][CH:11]=1.C(Cl)CCl.